From a dataset of NCI-60 drug combinations with 297,098 pairs across 59 cell lines. Regression. Given two drug SMILES strings and cell line genomic features, predict the synergy score measuring deviation from expected non-interaction effect. (1) Drug 1: CN(C)C1=NC(=NC(=N1)N(C)C)N(C)C. Drug 2: C1CCC(C(C1)N)N.C(=O)(C(=O)[O-])[O-].[Pt+4]. Cell line: NCI-H460. Synergy scores: CSS=-0.458, Synergy_ZIP=-0.712, Synergy_Bliss=-1.99, Synergy_Loewe=-8.32, Synergy_HSA=-4.45. (2) Drug 1: CC12CCC3C(C1CCC2=O)CC(=C)C4=CC(=O)C=CC34C. Drug 2: C1=NC2=C(N=C(N=C2N1C3C(C(C(O3)CO)O)O)F)N. Cell line: COLO 205. Synergy scores: CSS=50.7, Synergy_ZIP=-3.86, Synergy_Bliss=-7.92, Synergy_Loewe=-13.4, Synergy_HSA=-8.76.